Dataset: Full USPTO retrosynthesis dataset with 1.9M reactions from patents (1976-2016). Task: Predict the reactants needed to synthesize the given product. (1) Given the product [N+:13]([C:16]1[CH:17]=[CH:18][C:19]([N:22]2[CH2:27][CH2:26][N:25]([C:2]([O:4][CH2:5][C:6]3[CH:11]=[CH:10][CH:9]=[CH:8][CH:7]=3)=[O:3])[CH2:24][CH2:23]2)=[CH:20][CH:21]=1)([O-:15])=[O:14], predict the reactants needed to synthesize it. The reactants are: Cl[C:2]([O:4][CH2:5][C:6]1[CH:11]=[CH:10][CH:9]=[CH:8][CH:7]=1)=[O:3].Cl.[N+:13]([C:16]1[CH:21]=[CH:20][C:19]([N:22]2[CH2:27][CH2:26][NH:25][CH2:24][CH2:23]2)=[CH:18][CH:17]=1)([O-:15])=[O:14].CCN(CC)CC.C(Cl)Cl. (2) Given the product [NH2:31][C:30]1[C:3]2[C:2](=[CH:29][CH:28]=[CH:27][C:4]=2[O:5][CH:6]2[CH2:11][CH2:10][CH2:9][CH2:8][CH:7]2[O:12][C:13]2[CH:14]=[C:15]([C:16](=[O:17])[NH:18][CH:19]([CH3:21])[CH3:20])[CH:22]=[CH:23][C:24]=2[O:25][CH3:26])[N:1]=[C:33]([CH3:40])[C:34]=1[C:35]([O:37][CH2:38][CH3:39])=[O:36], predict the reactants needed to synthesize it. The reactants are: [NH2:1][C:2]1[C:3]([C:30]#[N:31])=[C:4]([CH:27]=[CH:28][CH:29]=1)[O:5][CH:6]1[CH2:11][CH2:10][CH2:9][CH2:8][CH:7]1[O:12][C:13]1[CH:14]=[C:15]([CH:22]=[CH:23][C:24]=1[O:25][CH3:26])[C:16]([NH:18][CH:19]([CH3:21])[CH3:20])=[O:17].O=[C:33]([CH3:40])[CH2:34][C:35]([O:37][CH2:38][CH3:39])=[O:36]. (3) Given the product [CH3:1][C:2]([N:4]([OH:39])[CH2:5][CH2:6][CH2:7][CH2:8][CH2:9][NH:10][C:11]([CH2:13][CH2:14][C:15]([N:17]([OH:38])[CH2:18][CH2:19][CH2:20][CH2:21][CH2:22][NH:23][C:24]([CH2:26][CH2:27][C:28]([N:30]([OH:37])[CH2:31][CH2:32][CH2:33][CH2:34][CH2:35][NH2:36])=[O:29])=[O:25])=[O:16])=[O:12])=[O:3].[ClH:40], predict the reactants needed to synthesize it. The reactants are: [CH3:1][C:2]([N:4]([OH:39])[CH2:5][CH2:6][CH2:7][CH2:8][CH2:9][NH:10][C:11]([CH2:13][CH2:14][C:15]([N:17]([OH:38])[CH2:18][CH2:19][CH2:20][CH2:21][CH2:22][NH:23][C:24]([CH2:26][CH2:27][C:28]([N:30]([OH:37])[CH2:31][CH2:32][CH2:33][CH2:34][CH2:35][NH2:36])=[O:29])=[O:25])=[O:16])=[O:12])=[O:3].[Cl-:40].[NH4+]. (4) Given the product [C:4]([O:8][C:9](=[O:10])[NH:11][C@@H:12]([CH3:19])[CH2:13][C:1]#[N:2])([CH3:7])([CH3:6])[CH3:5], predict the reactants needed to synthesize it. The reactants are: [C-:1]#[N:2].[Na+].[C:4]([O:8][C:9]([NH:11][C@@H:12]([CH3:19])[CH2:13]OS(C)(=O)=O)=[O:10])([CH3:7])([CH3:6])[CH3:5]. (5) The reactants are: [NH:1]1[C:5]2[CH:6]=[CH:7][C:8]([C:10]([OH:12])=O)=[CH:9][C:4]=2[N:3]=[CH:2]1.[CH3:13][O:14][C:15]([C:17]1[C:22]2[C@@H:23]3[C@H:28]([CH2:29][CH2:30][C:21]=2[CH:20]=[CH:19][CH:18]=1)[NH:27][CH2:26][CH2:25][CH2:24]3)=[O:16]. Given the product [CH3:13][O:14][C:15]([C:17]1[C:22]2[C@@H:23]3[C@H:28]([CH2:29][CH2:30][C:21]=2[CH:20]=[CH:19][CH:18]=1)[N:27]([C:10]([C:8]1[CH:7]=[CH:6][C:5]2[NH:1][CH:2]=[N:3][C:4]=2[CH:9]=1)=[O:12])[CH2:26][CH2:25][CH2:24]3)=[O:16], predict the reactants needed to synthesize it. (6) The reactants are: Cl.[F:2][C:3]([F:26])([F:25])[C:4]1[CH:5]=[C:6]([CH:18]=[C:19]([C:21]([F:24])([F:23])[F:22])[CH:20]=1)[CH2:7][O:8][C:9]1[CH:10]=[C:11]2[C:15](=[CH:16][CH:17]=1)[NH:14][CH2:13][CH2:12]2.[NH:27]([C:40]([O:42][C:43]([CH3:46])([CH3:45])[CH3:44])=[O:41])[C@@H:28]([C:37](O)=[O:38])[CH2:29][C:30](=[O:36])[O:31][C:32]([CH3:35])([CH3:34])[CH3:33].CCN=C=NCCCN(C)C.Cl.C1C=CC2N(O)N=NC=2C=1. Given the product [C:32]([O:31][C:30](=[O:36])[CH2:29][C@@H:28]([NH:27][C:40]([O:42][C:43]([CH3:46])([CH3:45])[CH3:44])=[O:41])[C:37](=[O:38])[N:14]1[C:15]2[C:11](=[CH:10][C:9]([O:8][CH2:7][C:6]3[CH:18]=[C:19]([C:21]([F:24])([F:22])[F:23])[CH:20]=[C:4]([C:3]([F:2])([F:25])[F:26])[CH:5]=3)=[CH:17][CH:16]=2)[CH2:12][CH2:13]1)([CH3:35])([CH3:34])[CH3:33], predict the reactants needed to synthesize it. (7) The reactants are: [O:1]=[C:2]1[C:6]2([CH2:11][CH2:10][N:9](C(OC(C)(C)C)=O)[CH2:8][CH2:7]2)[CH:5]=[CH:4][N:3]1[C:19]1[CH2:20][O:21][C:22](=[O:24])[CH:23]=1.FC(F)(F)C(O)=O. Given the product [O:24]=[C:22]1[O:21][CH2:20][C:19]([N:3]2[CH:4]=[CH:5][C:6]3([CH2:7][CH2:8][NH:9][CH2:10][CH2:11]3)[C:2]2=[O:1])=[CH:23]1, predict the reactants needed to synthesize it. (8) Given the product [CH3:33][C@@H:34]([O:38][C:6]1[N:14]=[C:13]2[C:9]([N:10]=[C:11]([O:23][CH3:24])[N:12]2[CH2:15][CH2:16][C@H:17]2[CH2:18][CH2:19][O:20][CH2:21]2)=[C:8]([NH2:25])[N:7]=1)[CH2:35][CH2:36][CH3:37], predict the reactants needed to synthesize it. The reactants are: C(N[C:6]1[N:14]=[C:13]2[C:9]([N:10]=[C:11]([O:23][CH3:24])[N:12]2[CH2:15][CH2:16][CH2:17][CH:18]2C[CH2:21][O:20][CH2:19]2)=[C:8]([NH2:25])[N:7]=1)CCC.FC(F)(F)C(O)=O.[CH3:33][C@@H:34]([O:38]C1NC(N)=C2C(N=1)=NC(OC)=N2)[CH2:35][CH2:36][CH3:37].BrCC[C@H]1CCOC1. (9) Given the product [CH3:1][O:2][C:3](=[O:20])[NH:4][C:5]1[CH:10]=[CH:9][C:8]2[N:11]([CH2:12][CH:13]3[CH2:18][O:17][CH2:16][CH2:15][O:14]3)[C:21]([C:22]([CH3:27])([CH3:26])[CH3:23])=[N:19][C:7]=2[CH:6]=1, predict the reactants needed to synthesize it. The reactants are: [CH3:1][O:2][C:3](=[O:20])[NH:4][C:5]1[CH:10]=[CH:9][C:8]([NH:11][CH2:12][CH:13]2[CH2:18][O:17][CH2:16][CH2:15][O:14]2)=[C:7]([NH2:19])[CH:6]=1.[CH3:21][C:22]([CH3:27])([CH3:26])[C:23](Cl)=O. (10) Given the product [CH2:8]([O:7][C:5]([C:4]1[CH:20]([C:19]2[CH:22]=[CH:23][C:16]([C:13]([OH:15])=[O:14])=[CH:17][CH:18]=2)[C:27]2[C:28](=[O:34])[N:29]3[CH2:33][CH2:32][CH2:31][N:30]3[C:26]=2[NH:25][C:3]=1[C:2]([F:12])([F:11])[F:1])=[O:6])[CH3:9], predict the reactants needed to synthesize it. The reactants are: [F:1][C:2]([F:12])([F:11])[C:3](=O)[CH2:4][C:5]([O:7][CH2:8][CH3:9])=[O:6].[C:13]([C:16]1[CH:23]=[CH:22][C:19]([CH:20]=O)=[CH:18][CH:17]=1)([OH:15])=[O:14].Cl.[NH2:25][C:26]1[N:30]2[CH2:31][CH2:32][CH2:33][N:29]2[C:28](=[O:34])[CH:27]=1.CC[O-].[Na+].